Dataset: Full USPTO retrosynthesis dataset with 1.9M reactions from patents (1976-2016). Task: Predict the reactants needed to synthesize the given product. (1) Given the product [CH3:33][N:30]1[CH2:29][CH2:28][N:27]([CH2:26][CH2:25][C:22]2[N:20]3[CH:21]=[C:16]([O:12][C@H:5]4[C:6]5[C:11](=[CH:10][CH:9]=[CH:8][CH:7]=5)[C@@H:2]([NH2:1])[CH2:3][CH2:4]4)[CH:17]=[CH:18][C:19]3=[N:24][N:23]=2)[CH2:32][CH2:31]1, predict the reactants needed to synthesize it. The reactants are: [NH2:1][C@@H:2]1[C:11]2[C:6](=[CH:7][CH:8]=[CH:9][CH:10]=2)[C@H:5]([OH:12])[CH2:4][CH2:3]1.[H-].[Na+].F[C:16]1[CH:17]=[CH:18][C:19]2[N:20]([C:22]([CH2:25][CH2:26][N:27]3[CH2:32][CH2:31][N:30]([CH3:33])[CH2:29][CH2:28]3)=[N:23][N:24]=2)[CH:21]=1. (2) Given the product [CH:14]([O:13][C:5]1[CH:4]=[CH:3][C:2]([NH:1][C:38]([NH:59][C:58]2[CH:60]=[CH:61][C:62]3[O:63][CH2:54][O:55][C:56]=3[CH:57]=2)=[O:39])=[CH:7][C:6]=1[CH2:8][CH:9]([CH3:11])[CH3:10])([C:21]1[CH:22]=[CH:23][CH:24]=[CH:25][CH:26]=1)[C:15]1[CH:16]=[CH:17][CH:18]=[CH:19][CH:20]=1, predict the reactants needed to synthesize it. The reactants are: [NH2:1][C:2]1[CH:3]=[CH:4][C:5]([O:13][CH:14]([C:21]2[CH:26]=[CH:25][CH:24]=[CH:23][CH:22]=2)[C:15]2[CH:20]=[CH:19][CH:18]=[CH:17][CH:16]=2)=[C:6]([C:8](=O)[CH:9]([CH3:11])[CH3:10])[CH:7]=1.C(N(C(C)C)CC)(C)C.C1C(=O)N(OC(ON2C(=O)CCC2=O)=O)[C:38](=[O:39])C1.[CH2:54]1[O:63][C:62]2[CH:61]=[CH:60][C:58]([NH2:59])=[CH:57][C:56]=2[O:55]1.